From a dataset of Peptide-MHC class I binding affinity with 185,985 pairs from IEDB/IMGT. Regression. Given a peptide amino acid sequence and an MHC pseudo amino acid sequence, predict their binding affinity value. This is MHC class I binding data. The peptide sequence is SPRPEMQEF. The MHC is HLA-A02:03 with pseudo-sequence HLA-A02:03. The binding affinity (normalized) is 0.